The task is: Predict the product of the given reaction.. This data is from Forward reaction prediction with 1.9M reactions from USPTO patents (1976-2016). (1) Given the reactants [NH2:1][C:2]1[CH:7]=[CH:6][CH:5]=[CH:4][C:3]=1[C:8]1[NH:36][C:11]2=[N:12][CH:13]=[CH:14][C:15]([C:16]3[CH:21]=[CH:20][C:19]([CH2:22][NH:23][C:24]([C:26]4[O:30][N:29]=[C:28]([C:31]([CH3:34])([CH3:33])[CH3:32])[N:27]=4)=[O:25])=[C:18]([F:35])[CH:17]=3)=[C:10]2[N:9]=1.CCN(C(C)C)C(C)C.[C:46](Cl)(=[O:49])[CH:47]=[CH2:48], predict the reaction product. The product is: [C:31]([C:28]1[N:27]=[C:26]([C:24]([NH:23][CH2:22][C:19]2[CH:20]=[CH:21][C:16]([C:15]3[CH:14]=[CH:13][N:12]=[C:11]4[NH:36][C:8]([C:3]5[CH:4]=[CH:5][CH:6]=[CH:7][C:2]=5[NH:1][C:46](=[O:49])[CH:47]=[CH2:48])=[N:9][C:10]=34)=[CH:17][C:18]=2[F:35])=[O:25])[O:30][N:29]=1)([CH3:32])([CH3:33])[CH3:34]. (2) Given the reactants [CH3:1][C:2]1[C:10]2[C:9]([CH2:11][C:12]#[N:13])=[N:8][CH:7]=[N:6][C:5]=2[S:4][CH:3]=1.Cl, predict the reaction product. The product is: [CH3:1][C:2]1[C:10]2[C:9]([CH2:11][CH2:12][NH2:13])=[N:8][CH:7]=[N:6][C:5]=2[S:4][CH:3]=1. (3) Given the reactants [CH2:1]([Li])CCC.C(NC(C)C)(C)C.CN1C(=O)N(C)CCC1.[CH3:22]/[C:23](=[CH:31]\[C:32]1[CH:37]=[CH:36][C:35]([CH3:38])=[CH:34][CH:33]=1)/[CH2:24][CH2:25][C:26]([O:28][CH2:29][CH3:30])=[O:27].CI, predict the reaction product. The product is: [CH3:1][CH:25]([CH2:24]/[C:23](/[CH3:22])=[CH:31]/[C:32]1[CH:37]=[CH:36][C:35]([CH3:38])=[CH:34][CH:33]=1)[C:26]([O:28][CH2:29][CH3:30])=[O:27]. (4) Given the reactants Br[C:2]1[CH:3]=[CH:4][C:5]2[O:14][C:13]3[C:12](=[O:15])[NH:11][C:10]([CH2:16][N:17]4[CH2:21][CH2:20][C@H:19]([OH:22])[CH2:18]4)=[N:9][C:8]=3[C:6]=2[CH:7]=1.C([O-])([O-])=O.[Cs+].[Cs+].[CH2:29]([OH:32])[C:30]#[CH:31], predict the reaction product. The product is: [OH:32][CH2:29][C:30]#[C:31][C:2]1[CH:3]=[CH:4][C:5]2[O:14][C:13]3[C:12](=[O:15])[NH:11][C:10]([CH2:16][N:17]4[CH2:21][CH2:20][C@H:19]([OH:22])[CH2:18]4)=[N:9][C:8]=3[C:6]=2[CH:7]=1. (5) Given the reactants C[O:2][C:3](=[O:27])[CH2:4][O:5][C:6]1[CH:15]=[CH:14][C:13]([Cl:16])=[C:12]2[C:7]=1[C:8]([CH3:26])=[C:9]([O:18][C:19]1[CH:24]=[CH:23][C:22]([Cl:25])=[CH:21][CH:20]=1)[C:10]([CH3:17])=[N:11]2.CO.[OH-].[Na+].Cl, predict the reaction product. The product is: [Cl:16][C:13]1[CH:14]=[CH:15][C:6]([O:5][CH2:4][C:3]([OH:27])=[O:2])=[C:7]2[C:12]=1[N:11]=[C:10]([CH3:17])[C:9]([O:18][C:19]1[CH:20]=[CH:21][C:22]([Cl:25])=[CH:23][CH:24]=1)=[C:8]2[CH3:26]. (6) Given the reactants [N+:1]([C:4]1[CH:5]=[CH:6][C:7]([NH:10][C@H:11]2[CH2:15][CH2:14][N:13](C(O)=O)[CH2:12]2)=[N:8][CH:9]=1)([O-:3])=[O:2].[ClH:19], predict the reaction product. The product is: [ClH:19].[N+:1]([C:4]1[CH:5]=[CH:6][C:7]([NH:10][C@H:11]2[CH2:15][CH2:14][NH:13][CH2:12]2)=[N:8][CH:9]=1)([O-:3])=[O:2]. (7) Given the reactants COC1C=C2N=CN=C(NC3C=CC(F)=C(Cl)C=3)C2=CC=1OCCCN1CCOCC1.[CH:32]1[C:37]([O-:38])=[CH:36][C:35]2[O:39][C:40]3[C:46](=[N+:47]([O-:48])[C:34]=2[CH:33]=1)[CH:45]=[CH:44][C:42](=[O:43])[CH:41]=3.[Na+], predict the reaction product. The product is: [CH:44]1[C:42]([OH:43])=[CH:41][C:40]2[O:39][C:35]3[C:34](=[N+:47]([O-:48])[C:46]=2[CH:45]=1)[CH:33]=[CH:32][C:37](=[O:38])[CH:36]=3.